The task is: Predict the product of the given reaction.. This data is from Forward reaction prediction with 1.9M reactions from USPTO patents (1976-2016). (1) Given the reactants [Br:1][C:2]1[C:7]([OH:8])=[CH:6][CH:5]=[CH:4][N:3]=1.[H-].[Na+].Br[CH2:12][CH:13]1[CH2:15][CH2:14]1, predict the reaction product. The product is: [Br:1][C:2]1[C:7]([O:8][CH2:12][CH:13]2[CH2:15][CH2:14]2)=[CH:6][CH:5]=[CH:4][N:3]=1. (2) The product is: [F:41][C:42]([F:48])([F:47])[S:43]([O-:46])(=[O:45])=[O:44].[C:9]1([S+:7]([C:1]2[CH:2]=[CH:3][CH:4]=[CH:5][CH:6]=2)[C:18]2[CH:19]=[CH:20][C:15]([CH2:21][C:22]3[CH:23]=[CH:24][CH:25]=[CH:26][CH:27]=3)=[CH:16][CH:17]=2)[CH:10]=[CH:11][CH:12]=[CH:13][CH:14]=1. Given the reactants [C:1]1([S:7]([C:9]2[CH:14]=[CH:13][CH:12]=[CH:11][CH:10]=2)=O)[CH:6]=[CH:5][CH:4]=[CH:3][CH:2]=1.[C:15]1([CH2:21][C:22]2[CH:27]=[CH:26][CH:25]=[CH:24][CH:23]=2)[CH:20]=[CH:19][CH:18]=[CH:17][CH:16]=1.FC(F)(F)C(OC(=O)C(F)(F)F)=O.[F:41][C:42]([F:48])([F:47])[S:43]([OH:46])(=[O:45])=[O:44], predict the reaction product. (3) Given the reactants [CH3:1][S:2]([C:5]1[CH:6]=[C:7]2[C:11](=[CH:12][CH:13]=1)[NH:10][C:9](=[O:14])[CH2:8]2)(=[O:4])=[O:3].[CH:15]([C:17]1[NH:18][C:19]([CH3:31])=[C:20]([S:27]([CH3:30])(=[O:29])=[O:28])[C:21]=1[CH2:22][CH2:23][C:24]([OH:26])=[O:25])=O.N1CCCCC1, predict the reaction product. The product is: [CH3:30][S:27]([C:20]1[C:21]([CH2:22][CH2:23][C:24]([OH:26])=[O:25])=[C:17](/[CH:15]=[C:8]2\[C:9](=[O:14])[NH:10][C:11]3[C:7]\2=[CH:6][C:5]([S:2]([CH3:1])(=[O:4])=[O:3])=[CH:13][CH:12]=3)[NH:18][C:19]=1[CH3:31])(=[O:29])=[O:28].